From a dataset of Forward reaction prediction with 1.9M reactions from USPTO patents (1976-2016). Predict the product of the given reaction. (1) Given the reactants [OH:1][C:2]1[CH:3]=[C:4]([CH:9]=[C:10]([OH:12])[CH:11]=1)[C:5]([O:7][CH3:8])=[O:6].C(=O)([O-])[O-].[K+].[K+].Br[CH:20]1[CH2:24][CH2:23][N:22]([CH3:25])[C:21]1=[O:26], predict the reaction product. The product is: [OH:1][C:2]1[CH:3]=[C:4]([CH:9]=[C:10]([O:12][CH:20]2[CH2:24][CH2:23][N:22]([CH3:25])[C:21]2=[O:26])[CH:11]=1)[C:5]([O:7][CH3:8])=[O:6]. (2) Given the reactants [S:1]1[CH:5]=[CH:4][C:3](B(O)O)=[CH:2]1.O.O=[CH:11][C:12]([OH:14])=[O:13].[NH:15]1[CH2:20][CH2:19][CH2:18][CH2:17][CH2:16]1, predict the reaction product. The product is: [N:15]1([CH:11]([C:3]2[CH:4]=[CH:5][S:1][CH:2]=2)[C:12]([OH:14])=[O:13])[CH2:20][CH2:19][CH2:18][CH2:17][CH2:16]1. (3) Given the reactants C(OC(=O)[NH:10][CH2:11][C:12]1[N:21]([C:22]2[CH:27]=[CH:26][C:25]([CH3:28])=[CH:24][C:23]=2[CH3:29])[C:20](=[O:30])[C:19]2[C:14](=[CH:15][CH:16]=[CH:17][CH:18]=2)[N:13]=1)C1C=CC=CC=1.[C:32]1([S:38](Cl)(=[O:40])=[O:39])[CH:37]=[CH:36][CH:35]=[CH:34][CH:33]=1, predict the reaction product. The product is: [CH3:29][C:23]1[CH:24]=[C:25]([CH3:28])[CH:26]=[CH:27][C:22]=1[N:21]1[C:20](=[O:30])[C:19]2[C:14](=[CH:15][CH:16]=[CH:17][CH:18]=2)[N:13]=[C:12]1[CH2:11][NH:10][S:38]([C:32]1[CH:37]=[CH:36][CH:35]=[CH:34][CH:33]=1)(=[O:40])=[O:39]. (4) Given the reactants [CH:1]([N:5]1[C:13]2[CH:12]=[C:11]([Cl:14])[N:10]=[CH:9][C:8]=2[C:7](I)=[N:6]1)([CH2:3][CH3:4])[CH3:2].Cl.[NH:17]1[CH2:21][CH2:20][C@@H:19]([OH:22])[CH2:18]1.N1CCC[C@H]1C(O)=O.C(=O)([O-])[O-].[K+].[K+], predict the reaction product. The product is: [CH:1]([N:5]1[C:13]2[CH:12]=[C:11]([Cl:14])[N:10]=[CH:9][C:8]=2[C:7]([N:17]2[CH2:21][CH2:20][C@@H:19]([OH:22])[CH2:18]2)=[N:6]1)([CH2:3][CH3:4])[CH3:2]. (5) Given the reactants [CH2:1]([O:3][C:4]1[CH:9]=[CH:8][C:7]([C:10](=O)[CH3:11])=[C:6]([OH:13])[CH:5]=1)[CH3:2], predict the reaction product. The product is: [CH2:1]([O:3][C:4]1[CH:9]=[CH:8][C:7]([CH2:10][CH3:11])=[C:6]([OH:13])[CH:5]=1)[CH3:2]. (6) Given the reactants CC1(C)[O:6][C@H:5]([CH2:7][N:8]2[CH:12]=[CH:11][C:10]([NH:13][C:14](=[O:35])[C@@H:15]([N:21]3[CH2:25][C:24]([O:26][C:27]4[CH:32]=[CH:31][CH:30]=[CH:29][C:28]=4[Cl:33])=[CH:23][C:22]3=[O:34])[CH2:16][CH:17]([CH3:20])[CH2:18][CH3:19])=[N:9]2)[CH2:4][O:3]1.Cl, predict the reaction product. The product is: [OH:6][C@@H:5]([CH2:4][OH:3])[CH2:7][N:8]1[CH:12]=[CH:11][C:10]([NH:13][C:14](=[O:35])[C@@H:15]([N:21]2[CH2:25][C:24]([O:26][C:27]3[CH:32]=[CH:31][CH:30]=[CH:29][C:28]=3[Cl:33])=[CH:23][C:22]2=[O:34])[CH2:16][CH:17]([CH3:20])[CH2:18][CH3:19])=[N:9]1. (7) Given the reactants [S:1]([OH:5])(=[O:4])(=[O:3])[CH3:2].[NH2:6][C:7]1[C:12]2[C:13]([C:16]3[CH:21]=[CH:20][C:19]([NH:22][C:23]([NH:25][C:26]4[CH:31]=[CH:30][CH:29]=[C:28]([F:32])[CH:27]=4)=[O:24])=[CH:18][CH:17]=3)=[CH:14][S:15][C:11]=2[C:10]([C:33]2[CH:34]=[N:35][N:36]([CH2:38][CH2:39][OH:40])[CH:37]=2)=[CH:9][N:8]=1.CN(C)C=O, predict the reaction product. The product is: [NH2:6][C:7]1[C:12]2[C:13]([C:16]3[CH:17]=[CH:18][C:19]([NH:22][C:23]([NH:25][C:26]4[CH:31]=[CH:30][CH:29]=[C:28]([F:32])[CH:27]=4)=[O:24])=[CH:20][CH:21]=3)=[CH:14][S:15][C:11]=2[C:10]([C:33]2[CH:34]=[N:35][N:36]([CH2:38][CH2:39][OH:40])[CH:37]=2)=[CH:9][N:8]=1.[CH3:2][S:1]([OH:5])(=[O:4])=[O:3].